From a dataset of NCI-60 drug combinations with 297,098 pairs across 59 cell lines. Regression. Given two drug SMILES strings and cell line genomic features, predict the synergy score measuring deviation from expected non-interaction effect. Drug 1: CN1CCC(CC1)COC2=C(C=C3C(=C2)N=CN=C3NC4=C(C=C(C=C4)Br)F)OC. Drug 2: CN(CCCl)CCCl.Cl. Cell line: MDA-MB-231. Synergy scores: CSS=6.68, Synergy_ZIP=-4.48, Synergy_Bliss=-5.90, Synergy_Loewe=-6.21, Synergy_HSA=-6.19.